Dataset: hERG Central: cardiac toxicity at 1µM, 10µM, and general inhibition. Task: Predict hERG channel inhibition at various concentrations. (1) The compound is COc1cc(/C=N/NC(=O)NC23CC4CC(CC(C4)C2)C3)ccc1OCC(N)=O. Results: hERG_inhib (hERG inhibition (general)): blocker. (2) The molecule is CNc1ccc(C2(O)C(=O)c3ccccc3C2=O)cc1. Results: hERG_inhib (hERG inhibition (general)): blocker. (3) The molecule is COc1ccc(CNCC(O)(c2ccccc2)c2ccc(F)cc2)cc1OC. Results: hERG_inhib (hERG inhibition (general)): blocker.